Dataset: Full USPTO retrosynthesis dataset with 1.9M reactions from patents (1976-2016). Task: Predict the reactants needed to synthesize the given product. (1) Given the product [CH3:8][O:9][C:10]1[CH:31]=[CH:30][C:13]([CH2:14][O:15][C:16]2[CH:25]=[C:24]3[C:19]([CH:20]([CH2:26][C:27]([O:29][CH3:1])=[O:28])[CH2:21][O:22][CH2:23]3)=[CH:18][CH:17]=2)=[CH:12][CH:11]=1, predict the reactants needed to synthesize it. The reactants are: [CH3:1][Si](C=[N+]=[N-])(C)C.[CH3:8][O:9][C:10]1[CH:31]=[CH:30][C:13]([CH2:14][O:15][C:16]2[CH:25]=[C:24]3[C:19]([CH:20]([CH2:26][C:27]([OH:29])=[O:28])[CH2:21][O:22][CH2:23]3)=[CH:18][CH:17]=2)=[CH:12][CH:11]=1. (2) Given the product [O:23]1[CH2:24][C:20]2([C:19]3[C:14](=[N:15][CH:16]=[CH:17][CH:18]=3)[O:13][C:10]3[C:9]2=[CH:8][CH:7]=[CH:12][CH:11]=3)[N:21]=[C:22]1[NH2:25], predict the reactants needed to synthesize it. The reactants are: FC(F)(F)S(O[C:7]1[CH:8]=[C:9]2[C@@:20]3([CH2:24][O:23][C:22]([NH2:25])=[N:21]3)[C:19]3[C:14](=[N:15][CH:16]=[C:17](C#CC4(C)COC4)[CH:18]=3)[O:13][C:10]2=[CH:11][CH:12]=1)(=O)=O.FC1C(B(O)O)=CC=CN=1.C(=O)([O-])[O-].[K+].[K+]. (3) Given the product [Cl:12][C:11]1[CH:10]=[CH:9][C:8]2[N:7]=[CH:6][CH:5]=[CH:4][C:3]=2[C:2]=1[C:28]([NH:25][CH2:26][CH2:27][C:15]1[CH:16]=[CH:17][CH:18]=[CH:19][C:14]=1[Cl:13])=[O:31], predict the reactants needed to synthesize it. The reactants are: Br[C:2]1[C:11]([Cl:12])=[CH:10][CH:9]=[C:8]2[C:3]=1[CH:4]=[CH:5][CH:6]=[N:7]2.[Cl:13][C:14]1[CH:19]=[CH:18][CH:17]=[CH:16][C:15]=1CCN.C([N:25]([CH2:28]C)[CH2:26][CH3:27])C.[C]=[O:31]. (4) Given the product [CH3:29][C:24]1([CH3:30])[C:25]([CH3:28])([CH3:27])[O:26][B:22]([C:2]2[CH:3]=[C:4]([N:8]3[CH2:13][CH2:12][CH:11]([NH:14][C:15](=[O:21])[O:16][C:17]([CH3:20])([CH3:19])[CH3:18])[CH2:10][CH2:9]3)[CH:5]=[CH:6][CH:7]=2)[O:23]1, predict the reactants needed to synthesize it. The reactants are: Br[C:2]1[CH:3]=[C:4]([N:8]2[CH2:13][CH2:12][CH:11]([NH:14][C:15](=[O:21])[O:16][C:17]([CH3:20])([CH3:19])[CH3:18])[CH2:10][CH2:9]2)[CH:5]=[CH:6][CH:7]=1.[B:22]1([B:22]2[O:26][C:25]([CH3:28])([CH3:27])[C:24]([CH3:30])([CH3:29])[O:23]2)[O:26][C:25]([CH3:28])([CH3:27])[C:24]([CH3:30])([CH3:29])[O:23]1.C(Cl)Cl.C([O-])(=O)C. (5) Given the product [CH3:35][N:16]([C@H:12]1[CH2:13][CH2:14][CH2:15][N:10]([C:7]2[CH:8]=[CH:9][C:4]([N+:1]([O-:3])=[O:2])=[CH:5][CH:6]=2)[CH2:11]1)[C@@H:17]1[CH2:22][CH2:21][CH2:20][CH2:19][C@H:18]1[NH:23][C:24]([NH:26][C:27]1[CH:28]=[CH:29][CH:30]=[CH:31][CH:32]=1)=[O:25], predict the reactants needed to synthesize it. The reactants are: [N+:1]([C:4]1[CH:9]=[CH:8][C:7]([N:10]2[CH2:15][CH2:14][CH2:13][C@H:12]([NH:16][C@@H:17]3[CH2:22][CH2:21][CH2:20][CH2:19][C@H:18]3[NH:23][C:24]([NH:26][C:27]3[CH:32]=[CH:31][CH:30]=[CH:29][CH:28]=3)=[O:25])[CH2:11]2)=[CH:6][CH:5]=1)([O-:3])=[O:2].C=O.[C:35](O)(=O)C.C([BH3-])#N.[Na+]. (6) Given the product [Br:1][CH2:70][C:69]([C:61]1[CH:62]=[C:63]([O:66][CH2:67][CH3:68])[C:64]([OH:65])=[C:59]([C:55]([CH3:56])([CH3:58])[CH3:57])[CH:60]=1)=[O:71], predict the reactants needed to synthesize it. The reactants are: [Br-:1].[Br-].[Br-].C([N+](CCCC)(CCCC)CCCC)CCC.C([N+](CCCC)(CCCC)CCCC)CCC.C([N+](CCCC)(CCCC)CCCC)CCC.[C:55]([C:59]1[CH:60]=[C:61]([C:69](=[O:71])[CH3:70])[CH:62]=[C:63]([O:66][CH2:67][CH3:68])[C:64]=1[OH:65])([CH3:58])([CH3:57])[CH3:56]. (7) Given the product [Cl:25][C:26]1[CH:27]=[CH:28][C:29]([C:32]2[CH:33]=[CH:34][C:35]([C:2]#[C:1][C:3]3[CH:4]=[C:5]4[C:9](=[CH:10][CH:11]=3)[N:8]([CH2:12][CH2:13][N:14]3[CH2:15][CH2:16][CH2:17][CH2:18]3)[C:7]([C:19]([O:21][CH2:22][CH3:23])=[O:20])=[C:6]4[CH3:24])=[N:36][CH:37]=2)=[CH:30][CH:31]=1, predict the reactants needed to synthesize it. The reactants are: [C:1]([C:3]1[CH:4]=[C:5]2[C:9](=[CH:10][CH:11]=1)[N:8]([CH2:12][CH2:13][N:14]1[CH2:18][CH2:17][CH2:16][CH2:15]1)[C:7]([C:19]([O:21][CH2:22][CH3:23])=[O:20])=[C:6]2[CH3:24])#[CH:2].[Cl:25][C:26]1[CH:31]=[CH:30][C:29]([C:32]2[CH:33]=[CH:34][C:35](I)=[N:36][CH:37]=2)=[CH:28][CH:27]=1.N1CCCCC1. (8) Given the product [OH:1][C:2]1[CH:3]=[C:4]([CH2:5][CH2:6][CH:7]=[O:8])[CH:9]=[CH:10][C:11]=1[O:12][CH3:13], predict the reactants needed to synthesize it. The reactants are: [OH:1][C:2]1[CH:3]=[C:4]([CH:9]=[CH:10][C:11]=1[O:12][CH3:13])[CH:5]=[CH:6][CH:7]=[O:8].